Dataset: Forward reaction prediction with 1.9M reactions from USPTO patents (1976-2016). Task: Predict the product of the given reaction. (1) The product is: [F:15][C:16]1[CH:21]=[CH:20][C:19]([CH:13]([C:10]2[CH:11]=[CH:12][C:7]3[N:8]([C:4]([CH:1]([CH3:3])[CH3:2])=[N:5][N:6]=3)[CH:9]=2)[OH:14])=[CH:18][CH:17]=1. Given the reactants [CH:1]([C:4]1[N:8]2[CH:9]=[C:10]([CH:13]=[O:14])[CH:11]=[CH:12][C:7]2=[N:6][N:5]=1)([CH3:3])[CH3:2].[F:15][C:16]1[CH:21]=[CH:20][C:19]([Mg]Br)=[CH:18][CH:17]=1, predict the reaction product. (2) Given the reactants [H-].[Na+].[O:3]=[C:4]1[C@H:10]([NH:11][C:12](=[O:18])[O:13][C:14]([CH3:17])([CH3:16])[CH3:15])[CH2:9][CH2:8][C@H:7]([C:19]2[CH:24]=[CH:23][CH:22]=[CH:21][CH:20]=2)[CH2:6][NH:5]1.[CH3:25][O:26][CH2:27][CH2:28]Br, predict the reaction product. The product is: [CH3:25][O:26][CH2:27][CH2:28][N:5]1[CH2:6][C@H:7]([C:19]2[CH:20]=[CH:21][CH:22]=[CH:23][CH:24]=2)[CH2:8][CH2:9][C@@H:10]([NH:11][C:12](=[O:18])[O:13][C:14]([CH3:17])([CH3:16])[CH3:15])[C:4]1=[O:3].